Regression. Given two drug SMILES strings and cell line genomic features, predict the synergy score measuring deviation from expected non-interaction effect. From a dataset of NCI-60 drug combinations with 297,098 pairs across 59 cell lines. (1) Drug 1: CCC1(CC2CC(C3=C(CCN(C2)C1)C4=CC=CC=C4N3)(C5=C(C=C6C(=C5)C78CCN9C7C(C=CC9)(C(C(C8N6C=O)(C(=O)OC)O)OC(=O)C)CC)OC)C(=O)OC)O.OS(=O)(=O)O. Drug 2: CS(=O)(=O)CCNCC1=CC=C(O1)C2=CC3=C(C=C2)N=CN=C3NC4=CC(=C(C=C4)OCC5=CC(=CC=C5)F)Cl. Cell line: SF-295. Synergy scores: CSS=1.26, Synergy_ZIP=6.84, Synergy_Bliss=7.41, Synergy_Loewe=3.29, Synergy_HSA=6.59. (2) Drug 1: CCC1=CC2CC(C3=C(CN(C2)C1)C4=CC=CC=C4N3)(C5=C(C=C6C(=C5)C78CCN9C7C(C=CC9)(C(C(C8N6C)(C(=O)OC)O)OC(=O)C)CC)OC)C(=O)OC.C(C(C(=O)O)O)(C(=O)O)O. Drug 2: CC(CN1CC(=O)NC(=O)C1)N2CC(=O)NC(=O)C2. Cell line: KM12. Synergy scores: CSS=58.8, Synergy_ZIP=-6.30, Synergy_Bliss=-6.06, Synergy_Loewe=0.524, Synergy_HSA=1.64. (3) Drug 1: CN(C)C1=NC(=NC(=N1)N(C)C)N(C)C. Drug 2: C#CCC(CC1=CN=C2C(=N1)C(=NC(=N2)N)N)C3=CC=C(C=C3)C(=O)NC(CCC(=O)O)C(=O)O. Cell line: SK-OV-3. Synergy scores: CSS=-0.922, Synergy_ZIP=-1.09, Synergy_Bliss=-3.14, Synergy_Loewe=-8.36, Synergy_HSA=-4.59. (4) Drug 1: C1CCC(C1)C(CC#N)N2C=C(C=N2)C3=C4C=CNC4=NC=N3. Drug 2: C1C(C(OC1N2C=NC3=C(N=C(N=C32)Cl)N)CO)O. Cell line: LOX IMVI. Synergy scores: CSS=10.2, Synergy_ZIP=-2.74, Synergy_Bliss=-0.144, Synergy_Loewe=4.22, Synergy_HSA=4.21. (5) Synergy scores: CSS=34.5, Synergy_ZIP=-0.582, Synergy_Bliss=2.08, Synergy_Loewe=-52.2, Synergy_HSA=1.78. Drug 1: CC1C(C(=O)NC(C(=O)N2CCCC2C(=O)N(CC(=O)N(C(C(=O)O1)C(C)C)C)C)C(C)C)NC(=O)C3=C4C(=C(C=C3)C)OC5=C(C(=O)C(=C(C5=N4)C(=O)NC6C(OC(=O)C(N(C(=O)CN(C(=O)C7CCCN7C(=O)C(NC6=O)C(C)C)C)C)C(C)C)C)N)C. Drug 2: C1CNP(=O)(OC1)N(CCCl)CCCl. Cell line: MOLT-4. (6) Drug 1: C1CN1P(=S)(N2CC2)N3CC3. Drug 2: N.N.Cl[Pt+2]Cl. Cell line: MDA-MB-435. Synergy scores: CSS=27.9, Synergy_ZIP=-5.09, Synergy_Bliss=-0.587, Synergy_Loewe=-4.24, Synergy_HSA=-0.446.